Task: Regression. Given a peptide amino acid sequence and an MHC pseudo amino acid sequence, predict their binding affinity value. This is MHC class I binding data.. Dataset: Peptide-MHC class I binding affinity with 185,985 pairs from IEDB/IMGT The peptide sequence is YSHGTGTGY. The MHC is HLA-A69:01 with pseudo-sequence HLA-A69:01. The binding affinity (normalized) is 0.0847.